Dataset: Forward reaction prediction with 1.9M reactions from USPTO patents (1976-2016). Task: Predict the product of the given reaction. Given the reactants CN([CH2:4][CH2:5]CC=C(C)C(N)=O)C.[Cl-].[Cl:14][CH2:15][CH:16](O)[CH2:17][N+:18]([CH3:21])([CH3:20])[CH3:19], predict the reaction product. The product is: [Cl-:14].[CH3:19][N+:18]([CH2:21][CH:4]=[CH2:5])([CH2:17][CH:16]=[CH2:15])[CH3:20].